This data is from Catalyst prediction with 721,799 reactions and 888 catalyst types from USPTO. The task is: Predict which catalyst facilitates the given reaction. (1) Reactant: C([O:3][C:4](=[O:25])[CH2:5][C:6]1[CH:11]=[CH:10][C:9]([NH:12][C:13]([C:15]2[C:16]3[CH:23]=[CH:22][CH:21]=[CH:20][C:17]=3[O:18][CH:19]=2)=[O:14])=[C:8]([Cl:24])[CH:7]=1)C.[OH-].[Na+].Cl. Product: [O:18]1[CH:19]=[C:15]([C:13]([NH:12][C:9]2[CH:10]=[CH:11][C:6]([CH2:5][C:4]([OH:25])=[O:3])=[CH:7][C:8]=2[Cl:24])=[O:14])[C:16]2[CH:23]=[CH:22][CH:21]=[CH:20][C:17]1=2. The catalyst class is: 83. (2) Reactant: [I:1][C:2]1[CH:3]=[C:4]([CH:6]=[CH:7][CH:8]=1)[NH2:5].[N:9]([O-])=O.[Na+].O.O.[Sn](Cl)Cl. Product: [I:1][C:2]1[CH:3]=[C:4]([NH:5][NH2:9])[CH:6]=[CH:7][CH:8]=1. The catalyst class is: 126.